Dataset: Catalyst prediction with 721,799 reactions and 888 catalyst types from USPTO. Task: Predict which catalyst facilitates the given reaction. (1) Reactant: [CH2:1]([O:3][C:4]1[CH:5]=[C:6]([CH:22]=[CH:23][CH:24]=1)[O:7][CH2:8][C:9]([NH:11][C:12]1[CH:17]=[CH:16][C:15]([OH:18])=[CH:14][C:13]=1[N+:19]([O-])=O)=[O:10])[CH3:2]. Product: [NH2:19][C:13]1[CH:14]=[C:15]([OH:18])[CH:16]=[CH:17][C:12]=1[NH:11][C:9](=[O:10])[CH2:8][O:7][C:6]1[CH:22]=[CH:23][CH:24]=[C:4]([O:3][CH2:1][CH3:2])[CH:5]=1. The catalyst class is: 354. (2) Reactant: Cl.[F:2][C:3]1[C:4]([C:26]([F:29])([F:28])[F:27])=[C:5]([CH:10]2[CH2:15][CH2:14][N:13]([C:16]([C:18]3[C:19]4[CH2:25][NH:24][CH2:23][C:20]=4[NH:21][N:22]=3)=[O:17])[CH2:12][CH2:11]2)[CH:6]=[CH:7][C:8]=1[F:9].Cl[C:31]([N:33]1[CH2:38][CH2:37][N:36]([C:39]([O:41][C:42]([CH3:45])([CH3:44])[CH3:43])=[O:40])[CH2:35][CH2:34]1)=[O:32]. Product: [F:2][C:3]1[C:4]([C:26]([F:27])([F:28])[F:29])=[C:5]([CH:10]2[CH2:15][CH2:14][N:13]([C:16]([C:18]3[C:19]4[CH2:25][N:24]([C:31]([N:33]5[CH2:34][CH2:35][N:36]([C:39]([O:41][C:42]([CH3:45])([CH3:44])[CH3:43])=[O:40])[CH2:37][CH2:38]5)=[O:32])[CH2:23][C:20]=4[NH:21][N:22]=3)=[O:17])[CH2:12][CH2:11]2)[CH:6]=[CH:7][C:8]=1[F:9]. The catalyst class is: 79. (3) Reactant: [Cl:1][C:2]1[CH:25]=[CH:24][C:5]([CH2:6][N:7]2[CH2:12][CH2:11][CH:10](/[CH:13]=[C:14]3/[C:15]([NH:20][CH2:21][C:22]#[CH:23])=[N:16][C:17](=[O:19])[S:18]/3)[CH2:9][CH2:8]2)=[C:4]([C:26]([F:29])([F:28])[F:27])[CH:3]=1.[C:30]([OH:37])(=[O:36])/[CH:31]=[CH:32]/[C:33]([OH:35])=[O:34]. Product: [C:30]([OH:37])(=[O:36])/[CH:31]=[CH:32]/[C:33]([OH:35])=[O:34].[Cl:1][C:2]1[CH:25]=[CH:24][C:5]([CH2:6][N:7]2[CH2:8][CH2:9][CH:10](/[CH:13]=[C:14]3/[C:15]([NH:20][CH2:21][C:22]#[CH:23])=[N:16][C:17](=[O:19])[S:18]/3)[CH2:11][CH2:12]2)=[C:4]([C:26]([F:29])([F:27])[F:28])[CH:3]=1. The catalyst class is: 13.